This data is from Catalyst prediction with 721,799 reactions and 888 catalyst types from USPTO. The task is: Predict which catalyst facilitates the given reaction. (1) Reactant: [H-].[Al+3].[Li+].[H-].[H-].[H-].[F:7][C:8]1[CH:13]=[CH:12][C:11]([O:14][CH3:15])=[CH:10][C:9]=1[C:16]1[CH:21]=[CH:20][C:19]([O:22][CH2:23][C:24]2[CH:29]=[CH:28][C:27]([O:30][CH3:31])=[CH:26][CH:25]=2)=[CH:18][C:17]=1[C:32](=[O:38])[C:33]([CH3:37])([CH3:36])[CH2:34][CH3:35].O.O.O.O.O.O.O.O.O.O.S([O-])([O-])(=O)=O.[Na+].[Na+]. Product: [F:7][C:8]1[CH:13]=[CH:12][C:11]([O:14][CH3:15])=[CH:10][C:9]=1[C:16]1[CH:21]=[CH:20][C:19]([O:22][CH2:23][C:24]2[CH:29]=[CH:28][C:27]([O:30][CH3:31])=[CH:26][CH:25]=2)=[CH:18][C:17]=1[CH:32]([OH:38])[C:33]([CH3:37])([CH3:36])[CH2:34][CH3:35]. The catalyst class is: 1. (2) Reactant: C([O:3][C:4]([C@@:6]1([CH3:19])[CH2:11][CH2:10][CH2:9][N:8]([CH2:12][C:13]2[CH:18]=[CH:17][CH:16]=[CH:15][CH:14]=2)[CH2:7]1)=O)C.[H-].[H-].[H-].[H-].[Li+].[Al+3].[OH-].[Na+]. Product: [CH2:12]([N:8]1[CH2:9][CH2:10][CH2:11][C@@:6]([CH2:4][OH:3])([CH3:19])[CH2:7]1)[C:13]1[CH:18]=[CH:17][CH:16]=[CH:15][CH:14]=1. The catalyst class is: 1. (3) Reactant: [CH2:1]([C@H:8]1[CH2:12][O:11][C:10](=[O:13])[NH:9]1)[C:2]1[CH:7]=[CH:6][CH:5]=[CH:4][CH:3]=1.C([Li])CCC.[C:19]1([CH2:25][CH2:26][CH2:27][CH2:28][C:29](Cl)=[O:30])[CH:24]=[CH:23][CH:22]=[CH:21][CH:20]=1.[Cl-].[NH4+]. Product: [CH2:1]([C@H:8]1[CH2:12][O:11][C:10](=[O:13])[N:9]1[C:29](=[O:30])[CH2:28][CH2:27][CH2:26][CH2:25][C:19]1[CH:24]=[CH:23][CH:22]=[CH:21][CH:20]=1)[C:2]1[CH:3]=[CH:4][CH:5]=[CH:6][CH:7]=1. The catalyst class is: 7. (4) Product: [C:18]([C:22]1[CH:23]=[CH:24][C:25]([CH2:26][NH:27][C:3]([NH:5][C:6]2[CH:14]=[CH:13][C:12]([CH3:15])=[C:11]3[C:7]=2[CH:8]=[N:9][NH:10]3)=[O:4])=[CH:28][CH:29]=1)([CH3:21])([CH3:19])[CH3:20]. The catalyst class is: 23. Reactant: ClC(Cl)(Cl)[C:3]([NH:5][C:6]1[CH:14]=[CH:13][C:12]([CH3:15])=[C:11]2[C:7]=1[CH:8]=[N:9][NH:10]2)=[O:4].[C:18]([C:22]1[CH:29]=[CH:28][C:25]([CH2:26][NH2:27])=[CH:24][CH:23]=1)([CH3:21])([CH3:20])[CH3:19].N12CCCN=C1CCCCC2. (5) Reactant: [CH2:1]([O:3][C:4]([C:6]1([C:9]2[CH:14]=[CH:13][C:12]([C:15]3[CH:20]=[CH:19][C:18]([C:21]4[O:25][N:24]=[C:23]([CH3:26])[C:22]=4[CH:27]([OH:31])[CH2:28][CH:29]=[CH2:30])=[CH:17][CH:16]=3)=[CH:11][CH:10]=2)[CH2:8][CH2:7]1)=[O:5])[CH3:2].I[C:33]1[CH:38]=[CH:37][C:36]([C:39]([F:42])([F:41])[F:40])=[CH:35][CH:34]=1.C(=O)([O-])[O-].[Cs+].[Cs+]. Product: [CH2:1]([O:3][C:4]([C:6]1([C:9]2[CH:10]=[CH:11][C:12]([C:15]3[CH:20]=[CH:19][C:18]([C:21]4[O:25][N:24]=[C:23]([CH3:26])[C:22]=4[CH:27]([OH:31])[CH2:28]/[CH:29]=[CH:30]/[C:33]4[CH:38]=[CH:37][C:36]([C:39]([F:42])([F:41])[F:40])=[CH:35][CH:34]=4)=[CH:17][CH:16]=3)=[CH:13][CH:14]=2)[CH2:8][CH2:7]1)=[O:5])[CH3:2]. The catalyst class is: 524. (6) Reactant: [CH2:1]([O:3][C:4](=[O:30])[CH:5](N1C2C=CC=CC=2N=N1)[N:6]([CH2:14][C:15]1[CH:20]=[CH:19][CH:18]=[CH:17][CH:16]=1)[CH2:7][C:8]1[CH:13]=[CH:12][CH:11]=[CH:10][CH:9]=1)[CH3:2].[Cl-].[Al+3].[Cl-].[Cl-].[CH3:35][O:36][C:37]1[CH:42]=[CH:41][CH:40]=[C:39]([O:43][CH3:44])[CH:38]=1. Product: [CH2:1]([O:3][C:4](=[O:30])[CH:5]([N:6]([CH2:14][C:15]1[CH:20]=[CH:19][CH:18]=[CH:17][CH:16]=1)[CH2:7][C:8]1[CH:9]=[CH:10][CH:11]=[CH:12][CH:13]=1)[C:40]1[CH:41]=[CH:42][C:37]([O:36][CH3:35])=[CH:38][C:39]=1[O:43][CH3:44])[CH3:2]. The catalyst class is: 1.